Dataset: Full USPTO retrosynthesis dataset with 1.9M reactions from patents (1976-2016). Task: Predict the reactants needed to synthesize the given product. (1) Given the product [CH3:1][C:2]1([CH3:25])[CH2:11][CH2:10][C:9]([CH3:12])([CH3:13])[C:8]2[CH:7]=[C:6]([C:14]3[CH:18]=[C:17]([CH:19]4[CH2:24][CH2:23][N:22]([CH2:33][CH2:32][CH2:31][CH2:30][OH:29])[CH2:21][CH2:20]4)[O:16][N:15]=3)[CH:5]=[CH:4][C:3]1=2, predict the reactants needed to synthesize it. The reactants are: [CH3:1][C:2]1([CH3:25])[CH2:11][CH2:10][C:9]([CH3:13])([CH3:12])[C:8]2[CH:7]=[C:6]([C:14]3[CH:18]=[C:17]([CH:19]4[CH2:24][CH2:23][NH:22][CH2:21][CH2:20]4)[O:16][N:15]=3)[CH:5]=[CH:4][C:3]1=2.C([O:29][CH2:30][CH2:31][CH2:32][CH2:33]Br)(=O)C.[OH-].[Na+]. (2) Given the product [CH2:1]([O:2][C:3]([C:5]1[CH:6]=[C:7]([O:15][C:16]2[CH:17]=[CH:18][C:19]([S:22]([CH3:25])(=[O:23])=[O:24])=[CH:20][CH:21]=2)[C:8]2[CH2:14][CH2:12][O:13][C:9]=2[CH:10]=1)=[O:4])[CH3:26], predict the reactants needed to synthesize it. The reactants are: [CH3:1][O:2][C:3]([C:5]1[CH:6]=[C:7]([O:15][C:16]2[CH:21]=[CH:20][C:19]([S:22]([CH3:25])(=[O:24])=[O:23])=[CH:18][CH:17]=2)[CH:8]=[C:9]2[O:13][CH:12]([CH3:14])C[C:10]=12)=[O:4].[CH3:26]S(C1C=CC(F)=CC=1)(=O)=O.C([O-])([O-])=O.[Cs+].[Cs+].C(OC(C1C=C(O)C2CCOC=2C=1)=O)C. (3) Given the product [Cl:1][C:2]1[CH:27]=[CH:26][C:5]([NH:6][C:7]2[C:16]3[C:11](=[CH:12][C:13]([O:19][CH2:20][CH2:21][NH:41][CH:36]4[CH2:40][CH2:39][CH2:38][CH2:37]4)=[C:14]([O:17][CH3:18])[CH:15]=3)[N:10]=[CH:9][N:8]=2)=[C:4]([F:28])[CH:3]=1, predict the reactants needed to synthesize it. The reactants are: [Cl:1][C:2]1[CH:27]=[CH:26][C:5]([NH:6][C:7]2[C:16]3[C:11](=[CH:12][C:13]([O:19][CH2:20][CH:21](OC)OC)=[C:14]([O:17][CH3:18])[CH:15]=3)[N:10]=[CH:9][N:8]=2)=[C:4]([F:28])[CH:3]=1.C(O)(C(F)(F)F)=O.[CH:36]1([NH2:41])[CH2:40][CH2:39][CH2:38][CH2:37]1.C(O)(=O)C.C([BH3-])#N.[Na+].